Dataset: Full USPTO retrosynthesis dataset with 1.9M reactions from patents (1976-2016). Task: Predict the reactants needed to synthesize the given product. (1) Given the product [C:1]([NH:36][CH2:35][C:10]1[CH:11]=[C:12]([NH:15][C:16]([C:18]2[N:22]([CH3:23])[N:21]=[C:20]([C:24]([F:29])([F:30])[C:25]([F:28])([F:26])[F:27])[C:19]=2[C:31]([F:32])([F:33])[F:34])=[O:17])[CH:13]=[CH:14][C:9]=1[Cl:8])(=[O:5])[CH2:2][CH2:3][CH3:4], predict the reactants needed to synthesize it. The reactants are: [C:1](Cl)(=[O:5])[CH2:2][CH2:3][CH3:4].[Cl-].[Cl:8][C:9]1[CH:14]=[CH:13][C:12]([NH:15][C:16]([C:18]2[N:22]([CH3:23])[N:21]=[C:20]([C:24]([F:30])([F:29])[C:25]([F:28])([F:27])[F:26])[C:19]=2[C:31]([F:34])([F:33])[F:32])=[O:17])=[CH:11][C:10]=1[CH2:35][NH3+:36].N1C=CC=CC=1. (2) Given the product [Cl:50][C:51]1[N:55]([CH2:56][CH2:57][CH2:58][OH:59])[N:54]=[CH:53][C:52]=1[C:60]1[N:65]=[C:64]([C:66](=[O:69])[NH:67][CH3:68])[C:63]([NH:70][C:71]2[C:76]([C:77]([F:78])([F:79])[F:80])=[CH:75][N:74]=[C:73]([NH:81][C:82]3[CH:96]=[CH:95][C:85]([CH2:86][P:87](=[O:91])([OH:94])[O:88][CH2:89][CH3:90])=[CH:84][C:83]=3[O:97][CH3:98])[N:72]=2)=[CH:62][CH:61]=1, predict the reactants needed to synthesize it. The reactants are: C(N(CC)C(C1C=C(C2C=NN(CCCO)C=2)C=CC=1NC1C(C(F)(F)F)=CN=C(NC2C=CC(CP(=O)(O)OCC)=CC=2OC)N=1)=O)C.[Cl:50][C:51]1[N:55]([CH2:56][CH2:57][CH2:58][OH:59])[N:54]=[CH:53][C:52]=1[C:60]1[N:65]=[C:64]([C:66](=[O:69])[NH:67][CH3:68])[C:63]([NH:70][C:71]2[C:76]([C:77]([F:80])([F:79])[F:78])=[CH:75][N:74]=[C:73]([NH:81][C:82]3[CH:96]=[CH:95][C:85]([CH2:86][P:87](=[O:94])([O:91]CC)[O:88][CH2:89][CH3:90])=[CH:84][C:83]=3[O:97][CH3:98])[N:72]=2)=[CH:62][CH:61]=1. (3) Given the product [CH3:1][CH:2]1[CH2:6][CH2:5][CH2:4][N:3]1[CH2:7][CH2:8][CH2:9][O:10][C:11]1[CH:16]=[CH:15][C:14]([C:17]2[S:18][C:19]3[CH2:20][N:21]([C:26](=[O:32])[CH2:27][C:28]([O-:30])=[O:29])[CH2:22][CH2:23][C:24]=3[N:25]=2)=[CH:13][CH:12]=1.[K+:34], predict the reactants needed to synthesize it. The reactants are: [CH3:1][CH:2]1[CH2:6][CH2:5][CH2:4][N:3]1[CH2:7][CH2:8][CH2:9][O:10][C:11]1[CH:16]=[CH:15][C:14]([C:17]2[S:18][C:19]3[CH2:20][N:21]([C:26](=[O:32])[CH2:27][C:28]([O:30]C)=[O:29])[CH2:22][CH2:23][C:24]=3[N:25]=2)=[CH:13][CH:12]=1.[OH-].[K+:34]. (4) Given the product [C:31]1([C@H:19]([NH:18][CH2:17][C:6]2[CH:5]=[CH:4][C:3]([O:2][CH3:1])=[C:8]([C:9]3[CH:10]=[CH:11][C:12]([O:15][CH3:16])=[CH:13][CH:14]=3)[CH:7]=2)[CH2:21][CH3:22])[CH:36]=[CH:35][CH:34]=[CH:33][CH:32]=1, predict the reactants needed to synthesize it. The reactants are: [CH3:1][O:2][C:3]1[C:8]([C:9]2[CH:14]=[CH:13][C:12]([O:15][CH3:16])=[CH:11][CH:10]=2)=[CH:7][C:6]([CH2:17][NH:18][CH:19]([C:21]2C3C(=CC=CC=3)N=C[CH:22]=2)C)=[CH:5][CH:4]=1.[C:31]1([C@H](N)CC)[CH:36]=[CH:35][CH:34]=[CH:33][CH:32]=1.COC1C(C2C=CC(OC)=CC=2)=CC(C=O)=CC=1.C([BH3-])#N.[Na+]. (5) Given the product [F:12][C:7]1[N:6]([CH3:13])[N:5]=[C:4]([CH:3]([F:14])[F:2])[C:8]=1[C:9]([OH:21])=[O:10], predict the reactants needed to synthesize it. The reactants are: [Na].[F:2][CH:3]([F:14])[C:4]1[C:8]([C:9](F)=[O:10])=[C:7]([F:12])[N:6]([CH3:13])[N:5]=1.Cl.S1(=O)(=[O:21])CCCC1. (6) Given the product [Cl:1][C:2]1[CH:7]=[CH:6][CH:5]=[C:4]([N:8]2[CH2:9][CH2:10][CH2:11][CH2:12]2)[C:3]=1[CH2:13][N:14]1[CH2:15][CH2:16][NH:17][CH2:18][CH2:19]1, predict the reactants needed to synthesize it. The reactants are: [Cl:1][C:2]1[CH:7]=[CH:6][CH:5]=[C:4]([N:8]2[CH2:12][CH2:11][CH2:10][CH2:9]2)[C:3]=1[CH2:13][N:14]1[CH2:19][CH2:18][N:17](C(OC(C)(C)C)=O)[CH2:16][CH2:15]1.FC(F)(F)C(O)=O. (7) Given the product [Cl:22][C:15]1[CH:5]=[C:4]([NH:9][CH2:8][C:10]([O:12][CH2:13][CH3:14])=[O:11])[CH2:3][C:2]([CH3:18])([CH3:1])[CH:16]=1, predict the reactants needed to synthesize it. The reactants are: [CH3:1][C:2]1([CH3:18])[CH2:16][C:15](=O)[C:5]2SC[C@@H:8]([C:10]([O:12][CH2:13][CH3:14])=[O:11])[NH:9][C:4]=2[CH2:3]1.C(Cl)(=O)C([Cl:22])=O. (8) The reactants are: [NH2:1][C:2]12[CH2:6][C:4](C(=O)C)([CH2:5]1)[CH2:3]2.ClC1C=CC=[C:13]([C:17]([O:19]O)=[O:18])C=1. Given the product [C:17]([O:19][C:4]12[CH2:3][C:2]([NH2:1])([CH2:5]1)[CH2:6]2)(=[O:18])[CH3:13], predict the reactants needed to synthesize it.